The task is: Predict the reactants needed to synthesize the given product.. This data is from Full USPTO retrosynthesis dataset with 1.9M reactions from patents (1976-2016). (1) The reactants are: C1(C2[N:9]3C=CN=C(N)[C:8]3=[C:7]([C:15]3[N:23](COCC[Si](C)(C)C)[C:18]4=[N:19]C=CC=C4C=3)[N:6]=2)CCC1.C([O-])(O)=O.[Na+].O=C1CCC(=O)N1O[C:45]([C@H:47]1[CH2:52][CH2:51][C@H:50]([C:53]([O:55][CH3:56])=[O:54])[CH2:49][CH2:48]1)=[O:46].C1COCC1.CC#[N:64].[OH2:65]. Given the product [NH2:64][C:18]1[NH:23][C:15](=[O:65])[C:7]([CH2:8][NH:9][C:45]([C@H:47]2[CH2:48][CH2:49][C@H:50]([C:53]([O:55][CH3:56])=[O:54])[CH2:51][CH2:52]2)=[O:46])=[N:6][N:19]=1, predict the reactants needed to synthesize it. (2) Given the product [Cl:23][CH:8]([C:7]1[C:2]([CH3:1])=[N:3][C:4]([C:11]2[CH:16]=[CH:15][CH:14]=[C:13]([C:17]([F:20])([F:19])[F:18])[CH:12]=2)=[CH:5][CH:6]=1)[CH3:9], predict the reactants needed to synthesize it. The reactants are: [CH3:1][C:2]1[C:7]([CH:8](O)[CH3:9])=[CH:6][CH:5]=[C:4]([C:11]2[CH:16]=[CH:15][CH:14]=[C:13]([C:17]([F:20])([F:19])[F:18])[CH:12]=2)[N:3]=1.O=S(Cl)[Cl:23]. (3) Given the product [O:10]1[CH:14]=[CH:13][CH:12]=[C:11]1[C:15]1[N:23]=[C:22]([NH2:24])[N:21]=[C:20]2[C:16]=1[N:17]=[CH:18][N:19]2[C:6]([N:1]1[CH2:5][CH2:4][CH2:3][CH2:2]1)=[O:7], predict the reactants needed to synthesize it. The reactants are: [NH:1]1[CH2:5][CH2:4][CH2:3][CH2:2]1.[C:6](Cl)(Cl)=[O:7].[O:10]1[CH:14]=[CH:13][CH:12]=[C:11]1[C:15]1[NH:23][C:22]([NH2:24])=[N:21][C:20]2[C:16]=1[N:17]=[CH:18][N:19]=2.CCN(CC)CC. (4) Given the product [Br:1][C:2]1[CH:7]=[CH:6][C:5]([O:8][C@H:9]2[CH2:13][CH2:12][CH2:11][C@H:10]2[NH2:14])=[CH:4][CH:3]=1, predict the reactants needed to synthesize it. The reactants are: [Br:1][C:2]1[CH:7]=[CH:6][C:5]([O:8][C@@H:9]2[CH2:13][CH2:12][CH2:11][C@@H:10]2[N:14]=[N+]=[N-])=[CH:4][CH:3]=1.O.C1(P(C2C=CC=CC=2)C2C=CC=CC=2)C=CC=CC=1. (5) Given the product [CH:16]([C:18]1[CH:26]=[CH:25][C:21]([C:22]([NH:1][C:2]2[S:3][CH:4]=[CH:5][N:6]=2)=[O:23])=[CH:20][CH:19]=1)=[O:17], predict the reactants needed to synthesize it. The reactants are: [NH2:1][C:2]1[S:3][CH:4]=[CH:5][N:6]=1.C(N(CC)C(C)C)(C)C.[CH:16]([C:18]1[CH:26]=[CH:25][C:21]([C:22](Cl)=[O:23])=[CH:20][CH:19]=1)=[O:17]. (6) Given the product [F:2][C:3]1[CH:4]=[CH:5][C:6](/[CH:7]=[CH:40]\[C:38]2[S:39][C:35]([Br:34])=[CH:36][CH:37]=2)=[CH:27][CH:28]=1, predict the reactants needed to synthesize it. The reactants are: [Cl-].[F:2][C:3]1[CH:28]=[CH:27][C:6]([CH2:7][P+](C2C=CC=CC=2)(C2C=CC=CC=2)C2C=CC=CC=2)=[CH:5][CH:4]=1.[Li]CCCC.[Br:34][C:35]1[S:39][C:38]([CH:40]=O)=[CH:37][CH:36]=1.O. (7) Given the product [C:1]([NH:5][C:6]1[N:7]=[CH:8][C:9]2[C:16]3[S:17][CH:18]=[CH:19][C:15]=3[CH2:14][CH2:13][O:12][C:10]=2[CH:11]=1)([CH3:4])([CH3:3])[CH3:2], predict the reactants needed to synthesize it. The reactants are: [C:1]([NH:5][C:6]1[CH:11]=[C:10]([O:12][CH2:13][CH2:14][C:15]2[CH:19]=[CH:18][S:17][CH:16]=2)[C:9](I)=[CH:8][N:7]=1)([CH3:4])([CH3:3])[CH3:2].C1(P(C2C=CC=CC=2)C2C=CC=CC=2)C=CC=CC=1. (8) Given the product [CH2:18]([C:20]([OH:25])([CH2:23][CH3:24])[CH2:21][CH2:22][C:2]1[CH:3]=[C:4]([CH2:8][CH2:9][CH2:10][NH:11][C:12](=[O:17])[C:13]([F:16])([F:15])[F:14])[CH:5]=[CH:6][CH:7]=1)[CH3:19], predict the reactants needed to synthesize it. The reactants are: Br[C:2]1[CH:3]=[C:4]([CH2:8][CH2:9][CH2:10][NH:11][C:12](=[O:17])[C:13]([F:16])([F:15])[F:14])[CH:5]=[CH:6][CH:7]=1.[CH2:18]([C:20]([OH:25])([CH2:23][CH3:24])[C:21]#[CH:22])[CH3:19].CC1C=CC=CC=1P(C1C=CC=CC=1C)C1C=CC=CC=1C. (9) The reactants are: [Br:1][C:2]1[CH:3]=[C:4]([C:9](=[O:24])[CH:10]=[C:11]([C:16]2[CH:21]=[C:20]([Cl:22])[CH:19]=[C:18]([Cl:23])[CH:17]=2)[C:12]([F:15])([F:14])[F:13])[CH:5]=[CH:6][C:7]=1[CH3:8].Br[N:26]1[C:30](=[O:31])[CH2:29][CH2:28][C:27]1=[O:32].N([C:40]([CH3:44])([CH3:43])C#N)=NC(C)(C)C#N.O.Cl[CH2:47]CCl. Given the product [Br:1][C:2]1[CH:3]=[C:4]([C:9](=[O:24])[CH:10]=[C:11]([C:16]2[CH:17]=[C:18]([Cl:23])[CH:19]=[C:20]([Cl:22])[CH:21]=2)[C:12]([F:14])([F:15])[F:13])[CH:5]=[CH:6][C:7]=1[CH2:8][N:26]1[C:30](=[O:31])[C:29]2=[CH:47][CH:44]=[CH:40][CH:43]=[C:28]2[C:27]1=[O:32], predict the reactants needed to synthesize it. (10) Given the product [I:16][C:2]1[CH:3]=[C:4]([CH:8]=[CH:9][C:10]=1[OH:11])[C:5]([OH:7])=[O:6], predict the reactants needed to synthesize it. The reactants are: N[C:2]1[CH:3]=[C:4]([CH:8]=[CH:9][C:10]=1[OH:11])[C:5]([OH:7])=[O:6].N([O-])=O.[Na+].[I-:16].[K+].